This data is from Full USPTO retrosynthesis dataset with 1.9M reactions from patents (1976-2016). The task is: Predict the reactants needed to synthesize the given product. (1) Given the product [CH2:1]([O:2][C:3](=[O:26])[C:4]1[CH:5]=[CH:6][C:7]([CH:10]=[CH:11][C:12]2[CH:17]=[CH:16][C:15]([O:18][CH2:19][O:20][CH3:21])=[C:14]([O:22][CH2:23][O:24][CH3:25])[CH:13]=2)=[CH:8][CH:9]=1)[CH3:27], predict the reactants needed to synthesize it. The reactants are: [CH3:1][O:2][C:3](=[O:26])[C:4]1[CH:9]=[CH:8][C:7]([CH:10]=[CH:11][C:12]2[CH:17]=[CH:16][C:15]([O:18][CH2:19][O:20][CH3:21])=[C:14]([O:22][CH2:23][O:24][CH3:25])[CH:13]=2)=[CH:6][CH:5]=1.[CH2:27](O)C. (2) Given the product [F:1][C:2]([F:15])([F:14])[C:3]1[CH:4]=[C:5]2[C:6](=[CH:7][CH:8]=1)[CH2:11][CH2:10][CH2:9]2, predict the reactants needed to synthesize it. The reactants are: [F:1][C:2]([F:15])([F:14])[C:3]1[CH:4]=[C:5]([CH2:9][CH2:10][C:11](O)=O)[CH:6]=[CH:7][CH:8]=1.FC(F)(F)S(O)(=O)=O. (3) Given the product [N+:16]([C:19]1[CH:26]=[CH:25][C:22]([CH2:23][N:1]2[CH2:5][CH2:4][CH2:3][CH:2]2[C:6]([OH:9])([CH3:8])[CH3:7])=[CH:21][CH:20]=1)([O-:18])=[O:17], predict the reactants needed to synthesize it. The reactants are: [NH:1]1[CH2:5][CH2:4][CH2:3][CH:2]1[C:6]([OH:9])([CH3:8])[CH3:7].C([O-])([O-])=O.[K+].[K+].[N+:16]([C:19]1[CH:26]=[CH:25][C:22]([CH2:23]Br)=[CH:21][CH:20]=1)([O-:18])=[O:17]. (4) Given the product [C:1]([C:3]1[C:26](=[O:27])[C@@H:25]([CH3:28])[C@@H:6]2[CH2:7][CH2:8][C:9]3[CH:10]=[N:11][C:12]([C:15]4[CH:24]=[CH:23][C:18]([C:19]([O:21][CH3:22])=[O:20])=[CH:17][CH:16]=4)=[N:13][C:14]=3[C@@:5]2([C:29]2[CH:34]=[CH:33][CH:32]=[CH:31][CH:30]=2)[CH:4]=1)#[N:2], predict the reactants needed to synthesize it. The reactants are: [C:1]([CH:3]1[C:26](=[O:27])[C@@H:25]([CH3:28])[C@@H:6]2[CH2:7][CH2:8][C:9]3[CH:10]=[N:11][C:12]([C:15]4[CH:24]=[CH:23][C:18]([C:19]([O:21][CH3:22])=[O:20])=[CH:17][CH:16]=4)=[N:13][C:14]=3[C@@:5]2([C:29]2[CH:34]=[CH:33][CH:32]=[CH:31][CH:30]=2)[CH2:4]1)#[N:2].BrN1C(C)(C)C(=O)N(Br)C1=O.N1C=CC=CC=1. (5) Given the product [C:1]([O:5][C:6]([N:8]1[CH2:13][CH2:12][CH2:11][CH:10]([C:14]2[CH:19]=[CH:18][C:17]([NH:54][CH:48]3[CH2:53][CH2:52][CH2:51][CH2:50][CH2:49]3)=[CH:16][CH:15]=2)[CH2:9]1)=[O:7])([CH3:4])([CH3:3])[CH3:2], predict the reactants needed to synthesize it. The reactants are: [C:1]([O:5][C:6]([N:8]1[CH2:13][CH2:12][CH2:11][CH:10]([C:14]2[CH:19]=[CH:18][C:17](Br)=[CH:16][CH:15]=2)[CH2:9]1)=[O:7])([CH3:4])([CH3:3])[CH3:2].C(P(C(C)(C)C)C1C=CC=CC=1C1C=CC=CC=1)(C)(C)C.CC(C)([O-])C.[Na+].[CH:48]1([NH2:54])[CH2:53][CH2:52][CH2:51][CH2:50][CH2:49]1. (6) Given the product [CH3:16][O:17][C:18]([C:20]1[CH:21]=[C:22]([CH:32]=[CH:33][CH:34]=1)[O:23][CH2:24][C:25]([OH:27])=[O:26])=[O:19], predict the reactants needed to synthesize it. The reactants are: C1(OC)C=CC=CC=1.FC(F)(F)C(O)=O.[CH3:16][O:17][C:18]([C:20]1[CH:21]=[C:22]([CH:32]=[CH:33][CH:34]=1)[O:23][CH2:24][C:25]([O:27]C(C)(C)C)=[O:26])=[O:19].